This data is from Full USPTO retrosynthesis dataset with 1.9M reactions from patents (1976-2016). The task is: Predict the reactants needed to synthesize the given product. (1) Given the product [Cl:1][C:2]1[C:3]([C:12]([Cl:18])=[O:14])=[CH:4][C:5]2[C:10]([CH:11]=1)=[CH:9][CH:8]=[CH:7][CH:6]=2, predict the reactants needed to synthesize it. The reactants are: [Cl:1][C:2]1[C:3]([C:12]([OH:14])=O)=[CH:4][C:5]2[C:10]([CH:11]=1)=[CH:9][CH:8]=[CH:7][CH:6]=2.C(Cl)(=O)C([Cl:18])=O. (2) The reactants are: [CH:1]1([C:6]2[NH:14][C:13]3[C:12](=[O:15])[N:11]([CH2:16][CH2:17][CH3:18])[C:10](Cl)=[N:9][C:8]=3[N:7]=2)[CH2:5][CH2:4][CH2:3][CH2:2]1.Cl.[CH3:21][O:22][C:23](=[O:32])[C:24]1[CH:29]=[CH:28][C:27]([CH2:30][NH2:31])=[CH:26][CH:25]=1.C(N(C(C)C)CC)(C)C.O. Given the product [CH3:21][O:22][C:23](=[O:32])[C:24]1[CH:29]=[CH:28][C:27]([CH2:30][NH:31][C:10]2[N:11]([CH2:16][CH2:17][CH3:18])[C:12](=[O:15])[C:13]3[NH:14][C:6]([CH:1]4[CH2:5][CH2:4][CH2:3][CH2:2]4)=[N:7][C:8]=3[N:9]=2)=[CH:26][CH:25]=1, predict the reactants needed to synthesize it. (3) Given the product [F:22][C:19]1[CH:18]=[CH:17][C:16]([C:10]2[C:9]3[C:13](=[CH:14][CH:15]=[C:7]([C:5]4[N:6]=[C:36]([CH2:40][N:28]5[CH2:27][CH2:31][CH2:30][CH2:29]5)[NH:37][N:38]=4)[CH:8]=3)[NH:12][N:11]=2)=[CH:21][CH:20]=1, predict the reactants needed to synthesize it. The reactants are: Cl.C(O[C:5]([C:7]1[CH:8]=[C:9]2[C:13](=[CH:14][CH:15]=1)[NH:12][N:11]=[C:10]2[C:16]1[CH:21]=[CH:20][C:19]([F:22])=[CH:18][CH:17]=1)=[NH:6])C.NNC([CH:27]1[CH2:31][CH2:30][CH2:29][NH:28]1)=O.C[O-].[Na+].O=[C:36]1[CH:40]=C[N:38]=[N:37]1. (4) Given the product [OH2:3].[ClH:19].[CH3:14][N:6]1[C:7]2[C:8](=[N:9][CH:10]=[CH:11][CH:12]=2)[N:13]=[C:5]1[CH:4]=[O:3], predict the reactants needed to synthesize it. The reactants are: C([O:3][CH:4](OCC)[C:5]1[N:6]([CH2:14]C)[C:7]2[C:8]([N:13]=1)=[N:9][CH:10]=[CH:11][CH:12]=2)C.[ClH:19]. (5) Given the product [NH2:5][C:6]1[CH:7]=[CH:8][CH:28]=[C:27]([OH:31])[C:26]=1[NH:23][C:15](=[O:17])[C:14]1[CH:13]=[CH:12][C:11]([C:7]2[C:6](=[O:20])[N:5]([CH2:4][CH2:3][N:2]([CH3:1])[CH3:21])[CH:10]=[CH:9][CH:8]=2)=[CH:19][CH:18]=1, predict the reactants needed to synthesize it. The reactants are: [CH3:1][N:2]([CH3:21])[CH2:3][CH2:4][N:5]1[CH:10]=[CH:9][CH:8]=[C:7]([C:11]2[CH:19]=[CH:18][C:14]([C:15]([OH:17])=O)=[CH:13][CH:12]=2)[C:6]1=[O:20].C[N:23]([CH3:26])C=O.[C:27](Cl)(=[O:31])[C:28](Cl)=O. (6) Given the product [C:1]([C:5]1[O:9][N:8]=[C:7]([NH:10][C:11]([NH:13][C:14]2[CH:19]=[CH:18][CH:17]=[C:16]([O:20][C:21]3[C:30]4[C:25](=[CH:26][C:27]([O:32][CH3:33])=[C:28]([O:31][CH2:40][C@@H:42]5[CH2:43][O:44]5)[CH:29]=4)[N:24]=[CH:23][N:22]=3)[CH:15]=2)=[O:12])[CH:6]=1)([CH3:4])([CH3:2])[CH3:3], predict the reactants needed to synthesize it. The reactants are: [C:1]([C:5]1[O:9][N:8]=[C:7]([NH:10][C:11]([NH:13][C:14]2[CH:19]=[CH:18][CH:17]=[C:16]([O:20][C:21]3[C:30]4[C:25](=[CH:26][C:27]([O:32][CH3:33])=[C:28]([OH:31])[CH:29]=4)[N:24]=[CH:23][N:22]=3)[CH:15]=2)=[O:12])[CH:6]=1)([CH3:4])([CH3:3])[CH3:2].C([O-])([O-])=O.[Cs+].[Cs+].[CH2:40]([CH:42]1[O:44][CH2:43]1)Cl. (7) Given the product [Cl:1][C:2]1[CH:3]=[C:4]([C:9]2([C:22]([F:23])([F:25])[F:24])[O:13][N:12]=[C:11]([C:14]3[CH:15]=[CH:16][C:17]([CH3:21])=[C:18]([NH:19][C:30](=[O:31])[CH2:29][CH2:28][C:27]([F:34])([F:33])[F:26])[CH:20]=3)[CH2:10]2)[CH:5]=[C:6]([Cl:8])[CH:7]=1, predict the reactants needed to synthesize it. The reactants are: [Cl:1][C:2]1[CH:3]=[C:4]([C:9]2([C:22]([F:25])([F:24])[F:23])[O:13][N:12]=[C:11]([C:14]3[CH:15]=[CH:16][C:17]([CH3:21])=[C:18]([CH:20]=3)[NH2:19])[CH2:10]2)[CH:5]=[C:6]([Cl:8])[CH:7]=1.[F:26][C:27]([F:34])([F:33])[CH2:28][CH2:29][C:30](O)=[O:31].Cl.C(N(CC)CCCN=C=NCC)C.C(=O)([O-])O.[Na+]. (8) Given the product [CH3:1][C:2]1([C:8]([OH:10])=[O:9])[CH2:7][CH2:6][O:5][CH2:4][CH2:3]1, predict the reactants needed to synthesize it. The reactants are: [CH3:1][C:2]1([C:8]([O:10]C)=[O:9])[CH2:7][CH2:6][O:5][CH2:4][CH2:3]1.[OH-].[Na+]. (9) Given the product [CH3:15][N:16]([CH3:21])[S:17]([N:4]1[CH:3]=[C:2]([Br:1])[CH:6]=[N:5]1)(=[O:19])=[O:18], predict the reactants needed to synthesize it. The reactants are: [Br:1][C:2]1[CH:3]=[N:4][NH:5][CH:6]=1.C1N2CCN(CC2)C1.[CH3:15][N:16]([CH3:21])[S:17](Cl)(=[O:19])=[O:18]. (10) Given the product [C:1]([C:5]1[N:10]=[C:9]([O:11][CH2:12][CH3:13])[C:8]([C:14]2[N:15]([C:35]([N:38]3[CH2:43][CH2:42][NH:41][CH2:40][CH2:39]3)=[O:36])[C:16]([C:28]3[CH:33]=[CH:32][C:31]([Cl:34])=[CH:30][CH:29]=3)([CH3:27])[C:17]([C:20]3[CH:21]=[CH:22][C:23]([Cl:26])=[CH:24][CH:25]=3)([CH3:19])[N:18]=2)=[CH:7][N:6]=1)([CH3:4])([CH3:3])[CH3:2], predict the reactants needed to synthesize it. The reactants are: [C:1]([C:5]1[N:10]=[C:9]([O:11][CH2:12][CH3:13])[C:8]([C:14]2[N:15]([C:35](Cl)=[O:36])[C:16]([C:28]3[CH:33]=[CH:32][C:31]([Cl:34])=[CH:30][CH:29]=3)([CH3:27])[C:17]([C:20]3[CH:25]=[CH:24][C:23]([Cl:26])=[CH:22][CH:21]=3)([CH3:19])[N:18]=2)=[CH:7][N:6]=1)([CH3:4])([CH3:3])[CH3:2].[NH:38]1[CH2:43][CH2:42][NH:41][CH2:40][CH2:39]1.